Dataset: Full USPTO retrosynthesis dataset with 1.9M reactions from patents (1976-2016). Task: Predict the reactants needed to synthesize the given product. (1) Given the product [C:21]([O:20][C:18]([N:15]1[CH2:14][CH2:13][CH:12]([NH:11][S:8]([C:6]2[CH:7]=[C:2]([B:30]3[O:31][C:32]([CH3:34])([CH3:33])[C:28]([CH3:44])([CH3:27])[O:29]3)[CH:3]=[CH:4][C:5]=2[O:25][CH3:26])(=[O:9])=[O:10])[CH2:17][CH2:16]1)=[O:19])([CH3:22])([CH3:23])[CH3:24], predict the reactants needed to synthesize it. The reactants are: Br[C:2]1[CH:3]=[CH:4][C:5]([O:25][CH3:26])=[C:6]([S:8]([NH:11][CH:12]2[CH2:17][CH2:16][N:15]([C:18]([O:20][C:21]([CH3:24])([CH3:23])[CH3:22])=[O:19])[CH2:14][CH2:13]2)(=[O:10])=[O:9])[CH:7]=1.[CH3:27][C:28]1([CH3:44])[C:32]([CH3:34])([CH3:33])[O:31][B:30]([B:30]2[O:31][C:32]([CH3:34])([CH3:33])[C:28]([CH3:44])([CH3:27])[O:29]2)[O:29]1.C([O-])(=O)C.[K+].ClCCl. (2) Given the product [CH3:18][N:19]([CH3:20])[CH2:21][CH2:22][CH2:23][NH:24][S:8]([CH2:7][CH2:6][CH2:5][O:4][CH:3]([C:12]([F:15])([F:14])[F:13])[C:2]([F:17])([F:16])[F:1])(=[O:10])=[O:9], predict the reactants needed to synthesize it. The reactants are: [F:1][C:2]([F:17])([F:16])[CH:3]([C:12]([F:15])([F:14])[F:13])[O:4][CH2:5][CH2:6][CH2:7][S:8](Cl)(=[O:10])=[O:9].[CH3:18][N:19]([CH2:21][CH2:22][CH2:23][NH2:24])[CH3:20]. (3) Given the product [OH:29][N:30]=[C:31]1[C:39]2[C:34](=[CH:35][C:36]([NH:40][C:41]3[N:1]4[CH:6]=[CH:5][N:4]=[CH:3][C:2]4=[N:7][C:8]=3[C:10]3[CH:21]=[CH:20][C:13]([O:14][CH2:15][C:16]([NH:18][CH3:19])=[O:17])=[CH:12][CH:11]=3)=[CH:37][CH:38]=2)[CH2:33][CH2:32]1, predict the reactants needed to synthesize it. The reactants are: [N:1]1[CH:6]=[CH:5][N:4]=[CH:3][C:2]=1[NH2:7].[CH:8]([C:10]1[CH:21]=[CH:20][C:13]([O:14][CH2:15][C:16]([NH:18][CH3:19])=[O:17])=[CH:12][CH:11]=1)=O.[Si]([O:29][N:30]=[C:31]1[C:39]2[C:34](=[CH:35][C:36]([N+:40]#[C-:41])=[CH:37][CH:38]=2)[CH2:33][CH2:32]1)(C(C)(C)C)(C)C. (4) Given the product [C:20]([O:19][C:17]([N:14]1[CH2:15][CH2:16][CH:11]([C:8]2[CH:9]=[C:10]3[C:5](=[CH:6][CH:7]=2)[N:4]([C:17]([O:19][C:20]([CH3:23])([CH3:22])[CH3:21])=[O:18])[N:3]=[C:2]3[I:1])[CH2:12][CH2:13]1)=[O:18])([CH3:23])([CH3:22])[CH3:21], predict the reactants needed to synthesize it. The reactants are: [I:1][C:2]1[C:10]2[C:5](=[CH:6][CH:7]=[C:8]([CH:11]3[CH2:16][CH2:15][N:14]([C:17]([O:19][C:20]([CH3:23])([CH3:22])[CH3:21])=[O:18])[CH2:13][CH2:12]3)[CH:9]=2)[NH:4][N:3]=1. (5) Given the product [CH2:9]([C:16]1[N:24]([CH2:4][CH2:5][NH:6][CH2:7][CH3:43])[C:23]2[C:22](=[O:25])[N:21]([CH2:26][CH2:27][CH2:28][O:29][CH3:30])[C:20](=[O:31])[N:19]([CH2:32][CH2:33][C:34]3[CH:35]=[CH:36][C:37]([N+:40]([O-:42])=[O:41])=[CH:38][CH:39]=3)[C:18]=2[N:17]=1)[C:10]1[CH:15]=[CH:14][CH:13]=[CH:12][CH:11]=1, predict the reactants needed to synthesize it. The reactants are: COC[CH2:4][CH2:5][N:6]=[C:7]=O.[CH2:9]([C:16]1[NH:24][C:23]2[C:22](=[O:25])[N:21]([CH2:26][CH2:27][CH2:28][O:29][CH3:30])[C:20](=[O:31])[N:19]([CH2:32][CH2:33][C:34]3[CH:39]=[CH:38][C:37]([N+:40]([O-:42])=[O:41])=[CH:36][CH:35]=3)[C:18]=2[N:17]=1)[C:10]1[CH:15]=[CH:14][CH:13]=[CH:12][CH:11]=1.[C:43](=O)([O-])[O-].[Na+].[Na+].C(N)C.